From a dataset of hERG potassium channel inhibition data for cardiac toxicity prediction from Karim et al.. Regression/Classification. Given a drug SMILES string, predict its toxicity properties. Task type varies by dataset: regression for continuous values (e.g., LD50, hERG inhibition percentage) or binary classification for toxic/non-toxic outcomes (e.g., AMES mutagenicity, cardiotoxicity, hepatotoxicity). Dataset: herg_karim. The result is 0 (non-blocker). The molecule is NC1=NC2(CO1)c1cc(Nc3ncccc3Cl)ccc1OCC21COC1.